From a dataset of Reaction yield outcomes from USPTO patents with 853,638 reactions. Predict the reaction yield, written as a fraction of the theoretical maximum amount of product (1.0 means a 100% yield; for example, 0.34 means a 34% yield). (1) The reactants are Br[C:2]1[CH:3]=[C:4]2[C:8](=[CH:9][CH:10]=1)[CH2:7][CH2:6][CH2:5]2.CC1(C)COB(B2OCC(C)(C)CO2)OC1.C([O-])(=O)C.[K+].Br[C:33]1[CH:34]=[C:35]2[C:39](=[CH:40][C:41]=1[Cl:42])[NH:38][N:37]=[C:36]2[C:43]([OH:45])=[O:44].C(=O)([O-])[O-].[K+].[K+].Cl. The catalyst is O1CCOCC1.C1C=CC(P(C2C=CC=CC=2)[C-]2C=CC=C2)=CC=1.C1C=CC(P(C2C=CC=CC=2)[C-]2C=CC=C2)=CC=1.Cl[Pd]Cl.[Fe+2].O.CCO. The product is [Cl:42][C:41]1[CH:40]=[C:39]2[C:35]([C:36]([C:43]([OH:45])=[O:44])=[N:37][NH:38]2)=[CH:34][C:33]=1[C:2]1[CH:3]=[C:4]2[C:8](=[CH:9][CH:10]=1)[CH2:7][CH2:6][CH2:5]2. The yield is 0.0600. (2) The reactants are [N:1]1([C:7]2[CH:12]=[CH:11][C:10]([C:13](=[O:15])[CH3:14])=[CH:9][CH:8]=2)[CH2:6][CH2:5][NH:4][CH2:3][CH2:2]1.C([O-])([O-])=O.[K+].[K+].[CH2:22](Br)[C:23]1[CH:28]=[CH:27][CH:26]=[CH:25][CH:24]=1. The catalyst is CN(C=O)C.C1COCC1. The product is [CH2:22]([N:4]1[CH2:5][CH2:6][N:1]([C:7]2[CH:8]=[CH:9][C:10]([C:13](=[O:15])[CH3:14])=[CH:11][CH:12]=2)[CH2:2][CH2:3]1)[C:23]1[CH:28]=[CH:27][CH:26]=[CH:25][CH:24]=1. The yield is 0.990. (3) The product is [Br:6][C:7]1[CH:16]=[CH:15][C:14]([S:1]([OH:3])(=[O:5])=[O:2])=[C:13]2[C:8]=1[CH:9]=[CH:10][N:11]=[CH:12]2. The reactants are [S:1](=[O:5])(=O)([OH:3])[OH:2].[Br:6][C:7]1[CH:16]=[CH:15][CH:14]=[C:13]2[C:8]=1[CH:9]=[CH:10][N:11]=[CH:12]2. The yield is 0.900. No catalyst specified. (4) The reactants are O.NN.[N+:4]([C:7]1[CH:8]=[CH:9][C:10]2[CH2:16][CH2:15][CH2:14][NH:13][C:12](=[O:17])[C:11]=2[CH:18]=1)([O-])=O. The catalyst is [Pd].C(O)C. The product is [NH2:4][C:7]1[CH:8]=[CH:9][C:10]2[CH2:16][CH2:15][CH2:14][NH:13][C:12](=[O:17])[C:11]=2[CH:18]=1. The yield is 0.910.